Dataset: Reaction yield outcomes from USPTO patents with 853,638 reactions. Task: Predict the reaction yield, written as a fraction of the theoretical maximum amount of product (1.0 means a 100% yield; for example, 0.34 means a 34% yield). (1) The reactants are O=[C:2]1[CH2:7][CH2:6][N:5]([C:8]([O:10][C:11]([CH3:14])([CH3:13])[CH3:12])=[O:9])[CH2:4][CH2:3]1.[CH2:15]([NH2:22])[C:16]1[CH:21]=[CH:20][CH:19]=[CH:18][CH:17]=1.CC(O)=O.[BH3-]C#N.[Na+]. The catalyst is CO. The product is [CH2:15]([NH:22][CH:2]1[CH2:7][CH2:6][N:5]([C:8]([O:10][C:11]([CH3:14])([CH3:13])[CH3:12])=[O:9])[CH2:4][CH2:3]1)[C:16]1[CH:21]=[CH:20][CH:19]=[CH:18][CH:17]=1. The yield is 0.560. (2) The reactants are [CH3:1][C:2]1[O:6][N:5]=[C:4]([C:7]2[CH:12]=[CH:11][CH:10]=[CH:9][CH:8]=2)[C:3]=1[CH2:13][O:14][C:15]1[CH:23]=[CH:22][C:18]([C:19]([OH:21])=O)=[CH:17][N:16]=1.[C:24]([NH:27][CH2:28][CH2:29][NH2:30])(=[O:26])[CH3:25]. No catalyst specified. The product is [C:24]([NH:27][CH2:28][CH2:29][NH:30][C:19](=[O:21])[C:18]1[CH:22]=[CH:23][C:15]([O:14][CH2:13][C:3]2[C:4]([C:7]3[CH:8]=[CH:9][CH:10]=[CH:11][CH:12]=3)=[N:5][O:6][C:2]=2[CH3:1])=[N:16][CH:17]=1)(=[O:26])[CH3:25]. The yield is 0.670. (3) The reactants are C([O:3][C:4](=O)[CH2:5][NH:6][CH2:7][C:8]1[C:9]([NH2:15])=[N:10][CH:11]=[C:12]([Br:14])[CH:13]=1)C.[H-].[Na+]. The catalyst is CS(C)=O.O. The product is [Br:14][C:12]1[CH:11]=[N:10][C:9]2[NH:15][C:4](=[O:3])[CH2:5][NH:6][CH2:7][C:8]=2[CH:13]=1. The yield is 0.720.